From a dataset of Peptide-MHC class I binding affinity with 185,985 pairs from IEDB/IMGT. Regression. Given a peptide amino acid sequence and an MHC pseudo amino acid sequence, predict their binding affinity value. This is MHC class I binding data. (1) The peptide sequence is IPAHPLRML. The MHC is HLA-A01:01 with pseudo-sequence HLA-A01:01. The binding affinity (normalized) is 0.0847. (2) The peptide sequence is YQTYVSPGA. The MHC is HLA-B15:17 with pseudo-sequence HLA-B15:17. The binding affinity (normalized) is 0.0847. (3) The peptide sequence is LCMLNNSFYY. The MHC is HLA-A23:01 with pseudo-sequence HLA-A23:01. The binding affinity (normalized) is 0.0492. (4) The MHC is HLA-A24:02 with pseudo-sequence HLA-A24:02. The binding affinity (normalized) is 0. The peptide sequence is KFYGPFVDR.